Dataset: Reaction yield outcomes from USPTO patents with 853,638 reactions. Task: Predict the reaction yield, written as a fraction of the theoretical maximum amount of product (1.0 means a 100% yield; for example, 0.34 means a 34% yield). (1) The product is [F:1][C:2]1[CH:3]=[C:4]([O:9][C:10]2[CH:15]=[CH:14][C:13]([CH2:16][CH2:17][OH:27])=[CH:12][CH:11]=2)[CH:5]=[CH:6][C:7]=1[CH3:8]. The yield is 1.05. The reactants are [F:1][C:2]1[CH:3]=[C:4]([O:9][C:10]2[CH:15]=[CH:14][C:13]([CH:16]=[CH2:17])=[CH:12][CH:11]=2)[CH:5]=[CH:6][C:7]=1[CH3:8].B1C2CCCC1CCC2.[OH-:27].[Na+].OO. The catalyst is C1COCC1. (2) The reactants are [O-][CH2:2]C.[Na+].[NH2:5][C:6]1[CH:11]=[C:10]([O:12][CH2:13][C:14]2[CH:19]=[CH:18][CH:17]=[CH:16][CH:15]=2)[C:9]([O:20][CH3:21])=[CH:8][C:7]=1[C:22](=[O:24])[CH3:23].C(OCC)=O.Cl. The catalyst is COCCOC.O. The product is [CH2:13]([O:12][C:10]1[CH:11]=[C:6]2[C:7]([C:22]([OH:24])=[CH:23][CH:2]=[N:5]2)=[CH:8][C:9]=1[O:20][CH3:21])[C:14]1[CH:19]=[CH:18][CH:17]=[CH:16][CH:15]=1. The yield is 0.720. (3) The reactants are CC(C)([O-])C.[K+].[CH3:7][O:8][C:9]1[CH:14]=[CH:13][C:12]([SH:15])=[CH:11][C:10]=1[CH:16]([CH3:18])[CH3:17].[CH3:19][C:20]1[CH:21]=[C:22]([O:28][CH3:29])[CH:23]=[C:24]([CH3:27])[C:25]=1I.C(OCC)(=O)C. The catalyst is C1(C)C=CC=CC=1.[I].[Cu]. The product is [CH3:19][C:20]1[CH:21]=[C:22]([O:28][CH3:29])[CH:23]=[C:24]([CH3:27])[C:25]=1[S:15][C:12]1[CH:13]=[CH:14][C:9]([O:8][CH3:7])=[C:10]([CH:16]([CH3:18])[CH3:17])[CH:11]=1. The yield is 0.490. (4) The yield is 0.760. The reactants are [CH:1]1([CH2:7][CH2:8][N:9]([C:17]2[CH:22]=[CH:21][CH:20]=[C:19]([CH2:23][O:24][N:25]=[C:26]([C:33]3[N:37]([CH3:38])[N:36]=[N:35][N:34]=3)[C:27]3[CH:32]=[CH:31][CH:30]=[CH:29][CH:28]=3)[N:18]=2)C(=O)OC(C)(C)C)[CH2:6][CH2:5][CH2:4][CH2:3][CH2:2]1.C(O)(C(F)(F)F)=O. The product is [CH:1]1([CH2:7][CH2:8][NH:9][C:17]2[CH:22]=[CH:21][CH:20]=[C:19]([CH2:23][O:24][N:25]=[C:26]([C:33]3[N:37]([CH3:38])[N:36]=[N:35][N:34]=3)[C:27]3[CH:32]=[CH:31][CH:30]=[CH:29][CH:28]=3)[N:18]=2)[CH2:6][CH2:5][CH2:4][CH2:3][CH2:2]1. The catalyst is C(Cl)Cl. (5) No catalyst specified. The reactants are [NH2:1][C:2]1[N:7]=[CH:6][C:5]([C@@H:8]([OH:39])[CH2:9][N:10]([CH2:18][C@H:19]2[CH2:28][CH2:27][C:26]3[C:21](=[CH:22][CH:23]=[C:24]([C:29]4[CH:38]=[CH:37][C:32]([C:33]([O:35][CH3:36])=[O:34])=[CH:31][CH:30]=4)[CH:25]=3)[O:20]2)C(OC(C)(C)C)=O)=[CH:4][CH:3]=1.Cl.O1CCOCC1. The product is [NH2:1][C:2]1[N:7]=[CH:6][C:5]([C@@H:8]([OH:39])[CH2:9][NH:10][CH2:18][C@H:19]2[CH2:28][CH2:27][C:26]3[C:21](=[CH:22][CH:23]=[C:24]([C:29]4[CH:30]=[CH:31][C:32]([C:33]([O:35][CH3:36])=[O:34])=[CH:37][CH:38]=4)[CH:25]=3)[O:20]2)=[CH:4][CH:3]=1. The yield is 0.620. (6) The reactants are [N:1]1[CH:2]=[CH:3][N:4]2[C:9]=1[CH:8]=[CH:7][C:6]([O:10][C:11]1[CH:12]=[C:13]([CH:15]=[CH:16][CH:17]=1)[NH2:14])=[N:5]2.C(N(CC)CC)C.[F:25][C:26]([F:37])([F:36])[C:27]1[CH:28]=[C:29]([N:33]=[C:34]=[O:35])[CH:30]=[CH:31][CH:32]=1. The catalyst is O1CCCC1. The product is [N:1]1[CH:2]=[CH:3][N:4]2[C:9]=1[CH:8]=[CH:7][C:6]([O:10][C:11]1[CH:12]=[C:13]([NH:14][C:34]([NH:33][C:29]3[CH:30]=[CH:31][CH:32]=[C:27]([C:26]([F:25])([F:36])[F:37])[CH:28]=3)=[O:35])[CH:15]=[CH:16][CH:17]=1)=[N:5]2. The yield is 0.620. (7) The reactants are [CH3:1][C:2]1[C:6]([CH3:7])=[C:5]([NH:8][C:9](=[O:16])OCC(Cl)(Cl)Cl)[O:4][N:3]=1.[Cl:17][C:18]1[C:23]([Cl:24])=[CH:22][CH:21]=[CH:20][C:19]=1[C:25]1[N:26]=[C:27]([N:30]2[CH2:35][CH2:34][NH:33][CH2:32][CH2:31]2)[S:28][CH:29]=1.C(N(C(C)C)CC)(C)C.O. The catalyst is CS(C)=O. The product is [Cl:17][C:18]1[C:23]([Cl:24])=[CH:22][CH:21]=[CH:20][C:19]=1[C:25]1[N:26]=[C:27]([N:30]2[CH2:35][CH2:34][N:33]([C:9]([NH:8][C:5]3[O:4][N:3]=[C:2]([CH3:1])[C:6]=3[CH3:7])=[O:16])[CH2:32][CH2:31]2)[S:28][CH:29]=1. The yield is 0.156. (8) The yield is 0.590. No catalyst specified. The product is [N:17]1([CH2:22][CH2:23][CH2:24][NH:25][C:26]([C:28]2[C:32]([CH3:33])=[C:31]([CH:34]=[C:10]3[C:9]4[C:13](=[CH:14][CH:15]=[C:7]([C:1]5[CH:2]=[CH:3][CH:4]=[CH:5][CH:6]=5)[CH:8]=4)[NH:12][C:11]3=[O:16])[NH:30][C:29]=2[CH3:36])=[O:27])[CH:21]=[CH:20][N:19]=[CH:18]1. The reactants are [C:1]1([C:7]2[CH:8]=[C:9]3[C:13](=[CH:14][CH:15]=2)[NH:12][C:11](=[O:16])[CH2:10]3)[CH:6]=[CH:5][CH:4]=[CH:3][CH:2]=1.[N:17]1([CH2:22][CH2:23][CH2:24][NH:25][C:26]([C:28]2[C:32]([CH3:33])=[C:31]([CH:34]=O)[NH:30][C:29]=2[CH3:36])=[O:27])[CH:21]=[CH:20][N:19]=[CH:18]1.